Dataset: Forward reaction prediction with 1.9M reactions from USPTO patents (1976-2016). Task: Predict the product of the given reaction. Given the reactants Cl.[CH3:2][O:3][C:4]1[CH:5]=[C:6]([C:12]2[C:13]([CH3:25])([CH3:24])[C:14](=[O:23])[N:15]([CH:17]3[CH2:22][CH2:21][NH:20][CH2:19][CH2:18]3)[N:16]=2)[CH:7]=[CH:8][C:9]=1[O:10][CH3:11].[CH3:26][C:27]1[CH:32]=[CH:31][C:30]([S:33](Cl)(=[O:35])=[O:34])=[CH:29][CH:28]=1, predict the reaction product. The product is: [CH3:2][O:3][C:4]1[CH:5]=[C:6]([C:12]2[C:13]([CH3:25])([CH3:24])[C:14](=[O:23])[N:15]([CH:17]3[CH2:22][CH2:21][N:20]([S:33]([C:30]4[CH:31]=[CH:32][C:27]([CH3:26])=[CH:28][CH:29]=4)(=[O:35])=[O:34])[CH2:19][CH2:18]3)[N:16]=2)[CH:7]=[CH:8][C:9]=1[O:10][CH3:11].